The task is: Binary Classification. Given two protein amino acid sequences, predict whether they physically interact or not.. This data is from Human Reference Interactome with 51,813 positive PPI pairs across 8,248 proteins, plus equal number of experimentally-validated negative pairs. (1) Protein 1 (ENSG00000065609) has sequence MSGQTLTDRIAAAQYSVTGSAVARAVCKATTHEVMGPKKKHLDYLIQATNETNVNIPQMADTLFERATNSSWVVVFKALVTTHHLMVHGNERFIQYLASRNTLFNLSNFLDKSGSHGYDMSTFIRRYSRYLNEKAFSYRQMAFDFARVKKGADGVMRTMAPEKLLKSMPILQGQIDALLEFDVHPNELTNGVINAAFMLLFKDLIKLFACYNDGVINLLEKFFEMKKGQCKDALEIYKRFLTRMTRVSEFLKVAEQVGIDKGDIPDLTQAPSSLMETLEQHLNTLEGKKPGNNEGSGAPS.... Protein 2 (ENSG00000160679) has sequence MAAQSAPKVVLKSTTKMSLNERFTNMLKNKQPTPVNIRASMQQQQQLASARNRRLAQQMENRPSVQAALKLKQKSLKQRLGKSNIQARLGRPIGALARGAIGGRGLPIIQRGLPRGGLRGGRATRTLLRGGMSLRGQNLLRGGRAVAPRMGLRRGGVRGRGGPGRGGLGRGAMGRGGIGGRGRGMIGRGRGGFGGRGRGRGRGRGALARPVLTKEQLDNQLDAYMSKTKGHLDAELDAYMAQTDPETND*MLKNKQPTPVNIRASMQQQQQLASARNRRLAQQMENRPSVQAALKLKQSL.... Result: 0 (the proteins do not interact). (2) Protein 1 (ENSG00000008086) has sequence MKIPNIGNVMNKFEILGVVGEGAYGVVLKCRHKETHEIVAIKKFKDSEENEEVKETTLRELKMLRTLKQENIVELKEAFRRRGKLYLVFEYVEKNMLELLEEMPNGVPPEKVKSYIYQLIKAIHWCHKNDIVHRDIKPENLLISHNDVLKLCDFGFARNLSEGNNANYTEYVATRWYRSPELLLGAPYGKSVDMWSVGCILGELSDGQPLFPGESEIDQLFTIQKVLGPLPSEQMKLFYSNPRFHGLRFPAVNHPQSLERRYLGILNSVLLDLMKNLLKLDPADRYLTEQCLNHPTFQTQ.... Protein 2 (ENSG00000186205) has sequence MGAAGSSALARFVLLAQSRPGWLGVAALGLTAVALGAVAWRRAWPTRRRRLLQQVGTVAQLWIYPVKSCKGVPVSEAECTAMGLRSGNLRDRFWLVINQEGNMVTARQEPRLVLISLTCDGDTLTLSAAYTKDLLLPIKTPTTNAVHKCRVHGLEIEGRDCGEATAQWITSFLKSQPYRLVHFEPHMRPRRPHQIADLFRPKDQIAYSDTSPFLILSEASLADLNSRLEKKVKATNFRPNIVISGCDVYAEDSWDELLIGDVELKRVMACSRCILTTVDPDTGVMSRKEPLETLKSYRQC.... Result: 0 (the proteins do not interact). (3) Protein 1 (ENSG00000243716) has sequence MAAAEHRHSSGLPYWPYLTAETLKNRMGHQPPPPTQQHSITDNSLSLKTPPECLLTPLPPSADDNLKTPPECVLTPLPPSADDNLKTPPECVLTPLPPSADDNLKTPPECLLTPLPPSADDNLKTPPECLLTPLPPSALPSAPPSADDNLKTRAECLLHPLPPSADDNLKTPSERQLTPLPPSAPPSADDNIKTPAERLRGPLPPSADDNLKTPSERQLTPLPPSAPPSADDNIKTPAERLRGPLPPSADDNLKTPSERQLTPLPPSAPPSADDNIKTPAERLRGPLPPSADDNLKTPPL.... Protein 2 (ENSG00000172465) has sequence MDKPRKENEEEPQSAPKTDEERPPVEHSPEKQSPEEQSSEEQSSEEEFFPEELLPELLPEMLLSEERPPQEGLSRKDLFEGRPPMEQPPCGVGKHKLEEGSFKERLARSRPQFRGDIHGRNLSNEEMIQAADELEEMKRVRNKLMIMHWKAKRSRPYPI*. Result: 0 (the proteins do not interact). (4) Protein 1 (ENSG00000131477) has sequence MASLRVERAGGPRLPRTRVGRPAALRLLLLLGAVLNPHEALAQPLPTTGTPGSEGGTVKNYETAVQFCWNHYKDQMDPIEKDWCDWAMISRPYSTLRDCLEHFAELFDLGFPNPLAERIIFETHQIHFANCSLVQPTFSDPPEDVLLAMIIAPICLIPFLITLVVWRSKDSEAQA*MDPIEKDWCDWAMISRPYSTLRDCLEHFAELFDLGFPNPLAERIIFETHQIHFANCSLVQPTFSDPPEDVLLAMIIAPICLIPFLITLVVWRSKDSEAQA*MDPIEKDWCDWAMISRPYSTLRD.... Protein 2 (ENSG00000163814) has sequence MAGLNCGVSIALLGVLLLGAARLPRGAEAFEIALPRESNITVLIKLGTPTLLAKPCYIVISKRHITMLSIKSGERIVFTFSCQSPENHFVIEIQKNIDCMSGPCPFGEVQLQPSTSLLPTLNRTFIWDVKAHKSIGLELQFSIPRLRQIGPGESCPDGVTHSISGRIDATVVRIGTFCSNGTVSRIKMQEGVKMALHLPWFHPRNVSGFSIANRSSIKRLCIIESVFEGEGSATLMSANYPEGFPEDELMTWQFVVPAHLRASVSFLNFNLSNCERKEERVEYYIPGSTTNPEVFKLEDK.... Result: 0 (the proteins do not interact). (5) Protein 1 (ENSG00000161860) has sequence MERQGVDVPHVKCKDQEPQPLGESKEHPRWEENCEEEAGGGPASASCQLTVLEGKSGLYFSSLDSSIDILQKRAQELIENINKSRQKDHALMTNFRNSLKTKVSDLTEKLEERIYQIYNDHNKIIQEKLQEFTQKMAKISHLETELKQVCHSVETVYKDLCLQPEQSLRLRWGPDHSRGKSPPRPGNSQPPDVFVSSVAETTSQATASEVQTNRDGEC*XKDLCLQPESLRLRWGPDHSRGKSPPRPGNSQPPDVFVSSVAETTSQVVTSKPA*. Protein 2 (ENSG00000161958) has sequence MAALASSLIRQKREVREPGGSRPVSAQRRVCPRGTKSLCQKQLLILLSKVRLCGGRPARPDRGPEPQLKGIVTKLFCRQGFYLQANPDGSIQGTPEDTSSFTHFNLIPVGLRVVTIQSAKLGHYMAMNAEGLLYSSPHFTAECRFKECVFENYYVLYASALYRQRRSGRAWYLGLDKEGQVMKGNRVKKTKAAAHFLPKLLEVAMYQEPSLHSVPEASPSSPPAP*MAMNAEGLLYSSPHFTAECRFKECVFENYYVLYASALYRQRRSGRAWYLGLDKEGQVMKGNRVKKTKAAAHFLP.... Result: 0 (the proteins do not interact).